From a dataset of Catalyst prediction with 721,799 reactions and 888 catalyst types from USPTO. Predict which catalyst facilitates the given reaction. Reactant: F[C:2](F)(F)[C:3]([O-:5])=[O:4].[CH3:8][C:9]1[N:10]=[C:11]([NH2:27])[S:12][C:13]=1[C:14]1[N:15]=[C:16]([C:19]([N:21]2[CH2:26][CH2:25][O:24][CH2:23][CH2:22]2)=[O:20])[S:17][CH:18]=1.[CH:28](N(CC)C(C)C)(C)[CH3:29].[N:37]([CH:40](C)C(OCC)=O)=[C:38]=[O:39]. Product: [CH3:8][C:9]1[N:10]=[C:11]([NH:27][C:38]([NH:37][CH2:40][CH2:2][C:3]([O:5][CH2:28][CH3:29])=[O:4])=[O:39])[S:12][C:13]=1[C:14]1[N:15]=[C:16]([C:19]([N:21]2[CH2:26][CH2:25][O:24][CH2:23][CH2:22]2)=[O:20])[S:17][CH:18]=1. The catalyst class is: 91.